This data is from NCI-60 drug combinations with 297,098 pairs across 59 cell lines. The task is: Regression. Given two drug SMILES strings and cell line genomic features, predict the synergy score measuring deviation from expected non-interaction effect. (1) Drug 1: C1=C(C(=O)NC(=O)N1)F. Drug 2: C1CN(P(=O)(OC1)NCCCl)CCCl. Cell line: HCT-15. Synergy scores: CSS=29.9, Synergy_ZIP=-2.09, Synergy_Bliss=-6.81, Synergy_Loewe=-23.2, Synergy_HSA=-6.94. (2) Drug 1: CC(C)NC(=O)C1=CC=C(C=C1)CNNC.Cl. Drug 2: CC12CCC3C(C1CCC2OP(=O)(O)O)CCC4=C3C=CC(=C4)OC(=O)N(CCCl)CCCl.[Na+]. Cell line: HT29. Synergy scores: CSS=9.59, Synergy_ZIP=-2.39, Synergy_Bliss=0.576, Synergy_Loewe=-35.5, Synergy_HSA=-1.93. (3) Drug 1: CC12CCC(CC1=CCC3C2CCC4(C3CC=C4C5=CN=CC=C5)C)O. Drug 2: CC1CCCC2(C(O2)CC(NC(=O)CC(C(C(=O)C(C1O)C)(C)C)O)C(=CC3=CSC(=N3)C)C)C. Cell line: HL-60(TB). Synergy scores: CSS=-4.33, Synergy_ZIP=3.17, Synergy_Bliss=-1.79, Synergy_Loewe=-9.26, Synergy_HSA=-7.67. (4) Drug 1: C1CCC(CC1)NC(=O)N(CCCl)N=O. Drug 2: CC1=C(C(=O)C2=C(C1=O)N3CC4C(C3(C2COC(=O)N)OC)N4)N. Cell line: IGROV1. Synergy scores: CSS=41.1, Synergy_ZIP=2.40, Synergy_Bliss=8.90, Synergy_Loewe=12.1, Synergy_HSA=12.7.